The task is: Predict the product of the given reaction.. This data is from Forward reaction prediction with 1.9M reactions from USPTO patents (1976-2016). Given the reactants [NH2:1][C:2]1[C:7]2[C:8]([C:11]3[CH:12]=[C:13]4[C:17](=[CH:18][CH:19]=3)[N:16]([C:20](=[O:28])[CH2:21][C:22]3[CH:27]=[CH:26][CH:25]=[CH:24][CH:23]=3)[CH2:15][CH2:14]4)=[CH:9][S:10][C:6]=2[C:5]([C:29]2[CH2:30][CH2:31][N:32]([C:35]([O:37][C:38]([CH3:41])([CH3:40])[CH3:39])=[O:36])[CH2:33][CH:34]=2)=[CH:4][N:3]=1.CC1C=C2N=C3C(=NC(NC3=O)=O)N(C[C@H](O)[C@H](O)[C@H](O)CO)C2=CC=1C.O.O1CCCC1, predict the reaction product. The product is: [NH2:1][C:2]1[C:7]2[C:8]([C:11]3[CH:12]=[C:13]4[C:17](=[CH:18][CH:19]=3)[N:16]([C:20](=[O:28])[CH2:21][C:22]3[CH:27]=[CH:26][CH:25]=[CH:24][CH:23]=3)[CH2:15][CH2:14]4)=[CH:9][S:10][C:6]=2[C:5]([CH:29]2[CH2:30][CH2:31][N:32]([C:35]([O:37][C:38]([CH3:41])([CH3:40])[CH3:39])=[O:36])[CH2:33][CH2:34]2)=[CH:4][N:3]=1.